From a dataset of Catalyst prediction with 721,799 reactions and 888 catalyst types from USPTO. Predict which catalyst facilitates the given reaction. (1) Reactant: O1CCCC1.C([O:8][C:9]([C:11]1[O:12][C:13]2[CH:19]=[CH:18][C:17]([O:20][CH2:21][C:22]3[CH:27]=[CH:26][CH:25]=[CH:24][CH:23]=3)=[CH:16][C:14]=2[CH:15]=1)=O)C.[H-].[Al+3].[Li+].[H-].[H-].[H-].[OH-].[Na+]. Product: [CH2:21]([O:20][C:17]1[CH:18]=[CH:19][C:13]2[O:12][C:11]([CH2:9][OH:8])=[CH:15][C:14]=2[CH:16]=1)[C:22]1[CH:23]=[CH:24][CH:25]=[CH:26][CH:27]=1. The catalyst class is: 6. (2) Reactant: COC[N:4]1[C:12]2[C:7](=[CH:8][C:9]([C:13]3[NH:14][C:15]4[N:16]([N:20]=[CH:21][C:22]=4[C:23]4[CH:28]=[CH:27][CH:26]=[CH:25][N:24]=4)[C:17](=[O:19])[CH:18]=3)=[CH:10][CH:11]=2)[CH:6]=[N:5]1.Cl. Product: [NH:4]1[C:12]2[C:7](=[CH:8][C:9]([C:13]3[NH:14][C:15]4[N:16]([N:20]=[CH:21][C:22]=4[C:23]4[CH:28]=[CH:27][CH:26]=[CH:25][N:24]=4)[C:17](=[O:19])[CH:18]=3)=[CH:10][CH:11]=2)[CH:6]=[N:5]1. The catalyst class is: 5. (3) Reactant: [Cl:1][C:2]1[N:7]=[CH:6][C:5]([CH2:8][NH:9][CH2:10][CH2:11][OH:12])=[CH:4][CH:3]=1.I[CH2:14][CH:15]([CH3:17])[CH3:16].C(N(C(C)C)CC)(C)C. Product: [Cl:1][C:2]1[N:7]=[CH:6][C:5]([CH2:8][N:9]([CH2:14][CH:15]([CH3:17])[CH3:16])[CH2:10][CH2:11][OH:12])=[CH:4][CH:3]=1. The catalyst class is: 10. (4) Reactant: Br[C:2]1[C:3]([NH2:10])=[N:4][C:5]([Cl:9])=[C:6]([Br:8])[N:7]=1.[Br-].C([O:14][C:15](=O)[CH2:16][CH2:17][Zn+])C. Product: [Br:8][C:6]1[N:7]=[C:2]2[CH2:17][CH2:16][C:15](=[O:14])[NH:10][C:3]2=[N:4][C:5]=1[Cl:9]. The catalyst class is: 20. (5) The catalyst class is: 243. Product: [CH3:32][NH:15][C:10]1[CH:11]=[N:12][CH:13]=[CH:14][C:9]=1[C:5]1[CH:6]=[CH:7][CH:2]=[CH:3][C:4]=1[CH2:54][C:55]#[N:56]. Reactant: F[C:2]1[C:7](F)=[CH:6][C:5]([C:9]2[CH:14]=[CH:13][N:12]=[CH:11][C:10]=2[N:15]([CH2:32]CS(C)(=O)=O)C(=O)C2C=C(C(F)(F)F)N=C(C(F)(F)F)C=2)=[C:4](OC)[CH:3]=1.CC1(C)C(C)(C)OB(C2C=CC=CC=2[CH2:54][C:55]#[N:56])O1.